This data is from Reaction yield outcomes from USPTO patents with 853,638 reactions. The task is: Predict the reaction yield, written as a fraction of the theoretical maximum amount of product (1.0 means a 100% yield; for example, 0.34 means a 34% yield). (1) The reactants are [N+:1]([C:4]1[CH:9]=[CH:8][C:7]([OH:10])=[CH:6][CH:5]=1)([O-:3])=[O:2].[F:11][C:12]1[CH:19]=[C:18]([F:20])[CH:17]=[CH:16][C:13]=1[CH2:14]Br. No catalyst specified. The product is [F:11][C:12]1[CH:19]=[C:18]([F:20])[CH:17]=[CH:16][C:13]=1[CH2:14][O:10][C:7]1[CH:8]=[CH:9][C:4]([N+:1]([O-:3])=[O:2])=[CH:5][CH:6]=1. The yield is 0.860. (2) The reactants are [CH3:1]C(C)([O-])C.[K+].[Br-].CP(C1C=CC=CC=1)(C1C=CC=CC=1)C1C=CC=CC=1.O=[C:29]1[CH2:32][N:31]([C:33]([O:35][C:36]([CH3:39])([CH3:38])[CH3:37])=[O:34])[CH2:30]1. The catalyst is C(OCC)C. The product is [CH2:1]=[C:29]1[CH2:32][N:31]([C:33]([O:35][C:36]([CH3:39])([CH3:38])[CH3:37])=[O:34])[CH2:30]1. The yield is 1.00. (3) The reactants are [Br:1][C:2]1[CH:3]=[C:4](/[CH:9]=[CH:10]/[C:11]([NH:13][C:14]2([C:20]([NH:22][CH2:23][CH2:24][C:25]3[C:33]4[C:28](=[CH:29][CH:30]=[C:31]([F:34])[CH:32]=4)[NH:27][CH:26]=3)=[O:21])[CH2:19][CH2:18][NH:17][CH2:16][CH2:15]2)=[O:12])[CH:5]=[CH:6][C:7]=1[F:8].[CH3:35]CN(C(C)C)C(C)C.CI. The catalyst is C1COCC1. The product is [Br:1][C:2]1[CH:3]=[C:4](/[CH:9]=[CH:10]/[C:11]([NH:13][C:14]2([C:20]([NH:22][CH2:23][CH2:24][C:25]3[C:33]4[C:28](=[CH:29][CH:30]=[C:31]([F:34])[CH:32]=4)[NH:27][CH:26]=3)=[O:21])[CH2:19][CH2:18][N:17]([CH3:35])[CH2:16][CH2:15]2)=[O:12])[CH:5]=[CH:6][C:7]=1[F:8]. The yield is 0.110. (4) The reactants are [CH3:1][C:2]1[O:6][N:5]=[C:4]([C:7]2[CH:12]=[CH:11][CH:10]=[CH:9][CH:8]=2)[C:3]=1[C:13]1[N:14]=[C:15]2[CH:20]=[CH:19][C:18]([C:21](O)=[O:22])=[CH:17][N:16]2[CH:24]=1.C[C:26]1[O:30][N:29]=[C:28]([C:31]2[CH:36]=CC=CC=2)[C:27]=1C1N=C2C=C(C(O)=O)C=CN2C=1. No catalyst specified. The product is [O:30]1[CH2:26][CH2:27][CH:28]([NH:29][C:21]([C:18]2[CH:19]=[CH:20][C:15]3[N:16]([CH:24]=[C:13]([C:3]4[C:4]([C:7]5[CH:12]=[CH:11][CH:10]=[CH:9][CH:8]=5)=[N:5][O:6][C:2]=4[CH3:1])[N:14]=3)[CH:17]=2)=[O:22])[CH2:31][CH2:36]1. The yield is 0.760. (5) The reactants are CC1C=CC(S(O[CH2:12][CH:13]2[CH2:17][C:16]3[CH:18]=[CH:19][CH:20]=[C:21]([C:22]4[C:27]([Cl:28])=[CH:26][CH:25]=[CH:24][C:23]=4[Cl:29])[C:15]=3[O:14]2)(=O)=O)=CC=1.[N-:30]=[N+:31]=[N-:32].[Na+].N(CC1CC2C=C(Cl)C=C(C3C=CSC=3)C=2O1)=[N+]=[N-]. No catalyst specified. The product is [Cl:29][C:23]1[CH:24]=[CH:25][CH:26]=[C:27]([Cl:28])[C:22]=1[C:21]1[C:15]2[O:14][CH:13]([CH2:12][N:30]=[N+:31]=[N-:32])[CH2:17][C:16]=2[CH:18]=[CH:19][CH:20]=1. The yield is 0.900. (6) The reactants are [F:1][C:2]([F:34])([F:33])[C:3]1[CH:4]=[C:5]([CH:30]=[CH:31][CH:32]=1)[C:6]([NH:8][C:9]1[CH:10]=[C:11]([CH:27]=[CH:28][CH:29]=1)[O:12][C:13]1[CH:14]=[CH:15][C:16]2[N:17]([CH:19]=[C:20]([C:22]([O:24]CC)=[O:23])[N:21]=2)[N:18]=1)=[O:7].[OH-].[Na+].CO.Cl. The catalyst is O. The product is [F:33][C:2]([F:1])([F:34])[C:3]1[CH:4]=[C:5]([CH:30]=[CH:31][CH:32]=1)[C:6]([NH:8][C:9]1[CH:10]=[C:11]([CH:27]=[CH:28][CH:29]=1)[O:12][C:13]1[CH:14]=[CH:15][C:16]2[N:17]([CH:19]=[C:20]([C:22]([OH:24])=[O:23])[N:21]=2)[N:18]=1)=[O:7]. The yield is 0.960.